From a dataset of Forward reaction prediction with 1.9M reactions from USPTO patents (1976-2016). Predict the product of the given reaction. (1) The product is: [OH:1][C@H:2]([C:27]1[C:28]([CH3:37])=[C:29]2[C:33](=[CH:34][CH:35]=1)[C:32](=[O:36])[O:31][CH2:30]2)[CH2:3][N:4]1[CH:5]2[CH2:12][N:11]([CH2:13][CH2:14][C:15]3[CH:16]=[C:17]4[C:22](=[CH:23][CH:24]=3)[C:21](=[O:25])[O:20][C@@H:19]([CH3:26])[CH2:18]4)[CH2:10][CH:9]1[CH2:8][O:7][CH2:6]2. Given the reactants [OH:1][C@H:2]([C:27]1[C:28]([CH3:37])=[C:29]2[C:33](=[CH:34][CH:35]=1)[C:32](=[O:36])[O:31][CH2:30]2)[CH2:3][N:4]1[CH:9]2[CH2:10][N:11]([CH2:13][CH2:14][C:15]3[CH:16]=[C:17]4[C:22](=[CH:23][CH:24]=3)[C:21](=[O:25])[O:20][C@H:19]([CH3:26])[CH2:18]4)[CH2:12][CH:5]1[CH2:6][O:7][CH2:8]2.O[C@H](C1C=CC2C(=O)OCC=2C=1C)CN1C2CNCC1COC2.C[C@H]1CC2C(=CC=C(CC=O)C=2)C(=O)O1, predict the reaction product. (2) Given the reactants O[C:2]1[CH:11]=[C:10]2[C:5]([C:6](=[O:15])[C:7](C)=[C:8](C)[C:9]2=[O:12])=[C:4](C)[CH:3]=1.C1N2CN3CN(C2)CN1C3, predict the reaction product. The product is: [C:9]1(=[O:12])[C:10]2[C:5](=[CH:4][CH:3]=[CH:2][CH:11]=2)[C:6](=[O:15])[CH:7]=[CH:8]1. (3) The product is: [NH2:12][CH:7]1[C:6]2[CH:5]=[N:4][CH:3]=[C:2]([C:20]3[CH:19]=[C:18]4[C:23](=[CH:22][CH:21]=3)[N:14]([CH3:13])[C:15](=[O:33])[CH2:16][CH2:17]4)[C:11]=2[CH2:10][CH2:9][CH2:8]1. Given the reactants Br[C:2]1[C:11]2[CH2:10][CH2:9][CH2:8][CH:7]([NH2:12])[C:6]=2[CH:5]=[N:4][CH:3]=1.[CH3:13][N:14]1[C:23]2[C:18](=[CH:19][C:20](B3OC(C)(C)C(C)(C)O3)=[CH:21][CH:22]=2)[CH2:17][CH2:16][C:15]1=[O:33].C([O-])([O-])=O.[Na+].[Na+].[Na+].[Cl-], predict the reaction product.